This data is from Catalyst prediction with 721,799 reactions and 888 catalyst types from USPTO. The task is: Predict which catalyst facilitates the given reaction. (1) Reactant: [NH2:1][C:2]1[C:3]([N+:31]([O-:33])=[O:32])=[CH:4][C:5]([Cl:30])=[C:6]([N:8]2[CH2:13][CH2:12][N:11]([C:14]([C:16]3[C:17]([C:22]4[CH:27]=[CH:26][CH:25]=[CH:24][C:23]=4[O:28][CH3:29])=[N:18][O:19][C:20]=3[CH3:21])=[O:15])[CH2:10][CH2:9]2)[CH:7]=1.[CH3:34][O:35][C:36]1[CH:44]=[CH:43][C:39]([C:40](Cl)=[O:41])=[CH:38][CH:37]=1.CCN(P1(N(C)CCCN1C)=NC(C)(C)C)CC.N1CCCCC1. Product: [Cl:30][C:5]1[C:6]([N:8]2[CH2:13][CH2:12][N:11]([C:14]([C:16]3[C:17]([C:22]4[CH:27]=[CH:26][CH:25]=[CH:24][C:23]=4[O:28][CH3:29])=[N:18][O:19][C:20]=3[CH3:21])=[O:15])[CH2:10][CH2:9]2)=[CH:7][C:2]([NH:1][C:40](=[O:41])[C:39]2[CH:43]=[CH:44][C:36]([O:35][CH3:34])=[CH:37][CH:38]=2)=[C:3]([N+:31]([O-:33])=[O:32])[CH:4]=1. The catalyst class is: 864. (2) Reactant: Cl[C:2]1[C:11]2[CH:10]=[C:9]3[N:12]=[CH:13][N:14]=[C:8]3[CH2:7][C:6]=2[N:5]=[CH:4][C:3]=1[C:15]#[N:16].Br.[Br:18][C:19]1[CH:25]=[C:24]([Cl:26])[C:23]([O:27][CH3:28])=[CH:22][C:20]=1[NH2:21].Cl.N1C=CC=CC=1.C(=O)(O)[O-].[Na+]. Product: [Br:18][C:19]1[CH:25]=[C:24]([Cl:26])[C:23]([O:27][CH3:28])=[CH:22][C:20]=1[NH:21][C:2]1[C:11]2[CH:10]=[C:9]3[N:12]=[CH:13][N:14]=[C:8]3[CH2:7][C:6]=2[N:5]=[CH:4][C:3]=1[C:15]#[N:16]. The catalyst class is: 486. (3) Reactant: [CH3:1][O:2][C:3]([CH2:5][C:6]1[CH:7]=[C:8]([CH:25]=[CH:26][CH:27]=1)[CH2:9][N:10]1[CH:18]=[N:17][C:16]2[C:11]1=[N:12][C:13]([O:20][CH2:21][CH2:22]SC)=[N:14][C:15]=2[NH2:19])=[O:4].[C:28](=O)([O-])O.[Na+].O[O:34][S:35]([O-:37])=O.[K+]. Product: [CH3:28][S:35]([CH2:22][CH2:21][O:20][C:13]1[N:12]=[C:11]2[C:16]([N:17]=[CH:18][N:10]2[CH2:9][C:8]2[CH:25]=[CH:26][CH:27]=[C:6]([CH2:5][C:3]([O:2][CH3:1])=[O:4])[CH:7]=2)=[C:15]([NH2:19])[N:14]=1)(=[O:37])=[O:34]. The catalyst class is: 21. (4) Reactant: [F:1][C:2]([F:35])([F:34])[C:3]1[CH:4]=[C:5]([C:13]([CH3:33])([CH3:32])[C:14]([N:16]([C:18]2[CH:19]=[N:20][C:21](Cl)=[CH:22][C:23]=2[C:24]2[CH:29]=[CH:28][CH:27]=[CH:26][C:25]=2[Cl:30])[CH3:17])=[O:15])[CH:6]=[C:7]([C:9]([F:12])([F:11])[F:10])[CH:8]=1.[C:36]([NH:39][C@@H:40]1[CH2:44][NH:43][C@H:42]([CH2:45][OH:46])[CH2:41]1)(=[O:38])[CH3:37].CS(C)=O.CC#N. Product: [C:36]([NH:39][C@@H:40]1[CH2:44][N:43]([C:21]2[N:20]=[CH:19][C:18]([N:16]([CH3:17])[C:14](=[O:15])[C:13]([C:5]3[CH:6]=[C:7]([C:9]([F:12])([F:11])[F:10])[CH:8]=[C:3]([C:2]([F:34])([F:1])[F:35])[CH:4]=3)([CH3:33])[CH3:32])=[C:23]([C:24]3[CH:29]=[CH:28][CH:27]=[CH:26][C:25]=3[Cl:30])[CH:22]=2)[C@H:42]([CH2:45][OH:46])[CH2:41]1)(=[O:38])[CH3:37]. The catalyst class is: 67. (5) Reactant: [C:1]([C:4]1[CH:13]=[CH:12][C:7]([C:8]([O:10][CH3:11])=[O:9])=[CH:6][CH:5]=1)(=[O:3])[CH3:2].O1CCCC1.[F-].C([N+](CCCC)(CCCC)CCCC)CCC.C[Si](C)(C)[C:39]([F:42])([F:41])[F:40]. Product: [F:40][C:39]([F:42])([F:41])[C:1]([C:4]1[CH:13]=[CH:12][C:7]([C:8]([O:10][CH3:11])=[O:9])=[CH:6][CH:5]=1)([OH:3])[CH3:2]. The catalyst class is: 170. (6) Reactant: [NH:1]1[C:5]2=[CH:6][N:7]=[CH:8][CH:9]=[C:4]2[CH:3]=[C:2]1[C:10]([NH2:12])=[O:11].[Cl:13][C:14]1[CH:15]=[C:16]([S:20][S:20][C:16]2[CH:17]=[CH:18][CH:19]=[C:14]([Cl:13])[CH:15]=2)[CH:17]=[CH:18][CH:19]=1. Product: [Cl:13][C:14]1[CH:15]=[C:16]([S:20][C:3]2[C:4]3[C:5](=[CH:6][N:7]=[CH:8][CH:9]=3)[NH:1][C:2]=2[C:10]([NH2:12])=[O:11])[CH:17]=[CH:18][CH:19]=1. The catalyst class is: 3.